From a dataset of Catalyst prediction with 721,799 reactions and 888 catalyst types from USPTO. Predict which catalyst facilitates the given reaction. Reactant: C(N([CH2:6][CH3:7])CC)C.C(C(CC)=[O:11])=C.[C:14]1([CH3:24])[CH:19]=[CH:18][C:17](S([O-])(=O)=O)=[CH:16][CH:15]=1.[NH+]1C=[CH:29][CH:28]=[CH:27][CH:26]=1.N[C@H:32]([C:40]([OH:42])=O)[CH2:33][C:34]1[CH:39]=[CH:38][CH:37]=[CH:36][CH:35]=1.Cl.C([O:47][CH2:48][CH3:49])(=O)C. Product: [CH2:24]([O:47][C:48]1[CH:49]=[C:26]([C@@:34]23[C:35](=[O:11])[CH2:36][CH2:37][CH2:38][C:39]2=[C:6]([CH3:7])[C:40](=[O:42])[CH2:32][CH2:33]3)[CH:27]=[CH:28][CH:29]=1)[C:14]1[CH:19]=[CH:18][CH:17]=[CH:16][CH:15]=1. The catalyst class is: 10.